This data is from Peptide-MHC class I binding affinity with 185,985 pairs from IEDB/IMGT. The task is: Regression. Given a peptide amino acid sequence and an MHC pseudo amino acid sequence, predict their binding affinity value. This is MHC class I binding data. The peptide sequence is YVTLNASQY. The MHC is HLA-A01:01 with pseudo-sequence HLA-A01:01. The binding affinity (normalized) is 0.0991.